From a dataset of Full USPTO retrosynthesis dataset with 1.9M reactions from patents (1976-2016). Predict the reactants needed to synthesize the given product. (1) Given the product [CH2:18]([N:14]1[CH2:15][CH:16]=[C:11]([C:10]2[C:2]([F:1])=[C:3]([CH:7]=[CH:8][CH:9]=2)[C:4]([NH2:6])=[O:5])[CH2:12][CH2:13]1)[CH3:19], predict the reactants needed to synthesize it. The reactants are: [F:1][C:2]1[C:10]([C:11]2[CH:16]=[CH:15][N:14]=[CH:13][CH:12]=2)=[CH:9][CH:8]=[CH:7][C:3]=1[C:4]([NH2:6])=[O:5].I[CH2:18][CH3:19].[BH4-].[Na+]. (2) Given the product [F:1][C:2]1[CH:22]=[CH:21][CH:20]=[CH:19][C:3]=1[CH2:4][C:5]1[N:9]2[CH:10]=[CH:11][CH:12]=[CH:13][C:8]2=[C:7]([C:14]([NH:26][NH2:27])=[O:15])[N:6]=1, predict the reactants needed to synthesize it. The reactants are: [F:1][C:2]1[CH:22]=[CH:21][CH:20]=[CH:19][C:3]=1[CH2:4][C:5]1[N:9]2[CH:10]=[CH:11][CH:12]=[CH:13][C:8]2=[C:7]([C:14](OCC)=[O:15])[N:6]=1.CO.O.[NH2:26][NH2:27].